Dataset: Forward reaction prediction with 1.9M reactions from USPTO patents (1976-2016). Task: Predict the product of the given reaction. (1) Given the reactants ClC(Cl)(Cl)C[N:4]([C:8]1[N:12]([CH3:13])[N:11]=[CH:10][CH:9]=1)[C:5](=[O:7])O.[F:16][C:17]1[CH:22]=[C:21]([F:23])[CH:20]=[CH:19][C:18]=1[C:24]1[N:29]=[C:28]([N:30]2[CH2:35][CH2:34][NH:33][CH2:32][CH2:31]2)[CH:27]=[CH:26][CH:25]=1, predict the reaction product. The product is: [F:16][C:17]1[CH:22]=[C:21]([F:23])[CH:20]=[CH:19][C:18]=1[C:24]1[N:29]=[C:28]([N:30]2[CH2:31][CH2:32][N:33]([C:5]([NH:4][C:8]3[N:12]([CH3:13])[N:11]=[CH:10][CH:9]=3)=[O:7])[CH2:34][CH2:35]2)[CH:27]=[CH:26][CH:25]=1. (2) The product is: [F:1][C:2]1[CH:3]=[C:4]2[C:9](=[CH:10][CH:11]=1)[CH:8]=[N:7][C:6]([O:12][S:22]([C:21]([F:34])([F:33])[F:20])(=[O:24])=[O:23])=[CH:5]2. Given the reactants [F:1][C:2]1[CH:3]=[C:4]2[C:9](=[CH:10][CH:11]=1)[CH:8]=[N:7][C:6]([OH:12])=[CH:5]2.C(N(CC)CC)C.[F:20][C:21]([F:34])([F:33])[S:22](O[S:22]([C:21]([F:34])([F:33])[F:20])(=[O:24])=[O:23])(=[O:24])=[O:23], predict the reaction product. (3) Given the reactants C(OC([NH:8][CH2:9][C:10]1[N:11]([CH2:34][CH:35]([CH3:37])[CH3:36])[C:12](=[O:33])[C:13]2[C:18]([C:19]=1[C:20]1[CH:25]=[CH:24][CH:23]=[CH:22][CH:21]=1)=[CH:17][C:16]([O:26][C:27]([CH3:32])([CH3:31])[C:28]([OH:30])=[O:29])=[CH:15][CH:14]=2)=O)(C)(C)C.[ClH:38], predict the reaction product. The product is: [ClH:38].[NH2:8][CH2:9][C:10]1[N:11]([CH2:34][CH:35]([CH3:37])[CH3:36])[C:12](=[O:33])[C:13]2[C:18]([C:19]=1[C:20]1[CH:25]=[CH:24][CH:23]=[CH:22][CH:21]=1)=[CH:17][C:16]([O:26][C:27]([CH3:32])([CH3:31])[C:28]([OH:30])=[O:29])=[CH:15][CH:14]=2. (4) Given the reactants Cl[C:2]1[N:7]=[CH:6][C:5]([C:8]([O:10]C)=[O:9])=[CH:4][N:3]=1.[CH:12]([OH:15])([CH3:14])[CH3:13], predict the reaction product. The product is: [CH:12]([O:15][C:2]1[N:3]=[CH:4][C:5]([C:8]([OH:10])=[O:9])=[CH:6][N:7]=1)([CH3:14])[CH3:13]. (5) Given the reactants [Cl:1][C:2]1[N:7]=[C:6]([C:8](Cl)=[O:9])[CH:5]=[CH:4][CH:3]=1.[CH3:11][C@H:12]1[CH2:17][N:16]([CH2:18][C:19]2[CH:24]=[CH:23][C:22]([NH:25][CH3:26])=[CH:21][CH:20]=2)[CH2:15][CH2:14][N:13]1[C:27]([O:29][C:30]([CH3:33])([CH3:32])[CH3:31])=[O:28].C(N(CC)CC)C, predict the reaction product. The product is: [Cl:1][C:2]1[N:7]=[C:6]([C:8]([N:25]([CH3:26])[C:22]2[CH:21]=[CH:20][C:19]([CH2:18][N:16]3[CH2:15][CH2:14][N:13]([C:27]([O:29][C:30]([CH3:32])([CH3:31])[CH3:33])=[O:28])[C@@H:12]([CH3:11])[CH2:17]3)=[CH:24][CH:23]=2)=[O:9])[CH:5]=[CH:4][CH:3]=1. (6) The product is: [CH3:1][N:2]1[CH2:7][CH2:6][C:5]([C:8]2[CH:13]=[CH:12][CH:11]=[C:10]([F:14])[CH:9]=2)([CH2:15][NH:16][C:31]([C:21]2[C:22]3[C:27](=[CH:26][CH:25]=[CH:24][CH:23]=3)[C:28]([O:29][CH3:30])=[C:19]([C:17]#[N:18])[C:20]=2[O:34][CH3:35])=[O:32])[CH2:4][CH2:3]1. Given the reactants [CH3:1][N:2]1[CH2:7][CH2:6][C:5]([CH2:15][NH2:16])([C:8]2[CH:13]=[CH:12][CH:11]=[C:10]([F:14])[CH:9]=2)[CH2:4][CH2:3]1.[C:17]([C:19]1[C:20]([O:34][CH3:35])=[C:21]([C:31](Cl)=[O:32])[C:22]2[C:27]([C:28]=1[O:29][CH3:30])=[CH:26][CH:25]=[CH:24][CH:23]=2)#[N:18], predict the reaction product. (7) The product is: [N:1]([CH:4]1[CH:5]([F:32])[CH2:6][CH2:7][N:8]([C:11]2[N:15]([CH2:16][CH3:17])[N:14]=[CH:13][C:12]=2[N+:18]([O-:20])=[O:19])[CH2:9][CH2:10]1)=[N+:2]=[N-:3]. Given the reactants [N:1]([CH:4]1[CH2:10][CH2:9][N:8]([C:11]2[N:15]([CH2:16][CH3:17])[N:14]=[CH:13][C:12]=2[N+:18]([O-:20])=[O:19])[CH2:7][CH2:6][CH:5]1O)=[N+:2]=[N-:3].COCCN(S(F)(F)[F:32])CCOC.C([O-])(O)=O.[Na+], predict the reaction product. (8) The product is: [C:77]([O:76][C:74]([N:81]1[CH2:86][CH2:85][N:84]([C:2]2[CH:3]=[C:4]([CH2:41][O:42][C:43]3[C:44]([O:72][CH3:73])=[CH:45][C:46]4[C:52](=[O:53])[N:51]5[CH2:54][CH2:55][CH2:56][C@H:50]5[C@H:49]([O:57][CH:58]5[CH2:63][CH2:62][CH2:61][CH2:60][O:59]5)[N:48]([C:64]([O:66][C:67]([CH3:70])([CH3:69])[CH3:68])=[O:65])[C:47]=4[CH:71]=3)[CH:5]=[C:6]([CH2:8][O:9][C:10]3[C:11]([O:39][CH3:40])=[CH:12][C:13]4[C:19](=[O:20])[N:18]5[CH2:21][CH2:22][CH2:23][C@H:17]5[C@H:16]([O:24][CH:25]5[CH2:30][CH2:29][CH2:28][CH2:27][O:26]5)[N:15]([C:31]([O:33][C:34]([CH3:37])([CH3:36])[CH3:35])=[O:32])[C:14]=4[CH:38]=3)[CH:7]=2)[CH2:83][CH2:82]1)=[O:75])([CH3:80])([CH3:78])[CH3:79]. Given the reactants Cl[C:2]1[CH:3]=[C:4]([CH2:41][O:42][C:43]2[C:44]([O:72][CH3:73])=[CH:45][C:46]3[C:52](=[O:53])[N:51]4[CH2:54][CH2:55][CH2:56][C@H:50]4[C@H:49]([O:57][CH:58]4[CH2:63][CH2:62][CH2:61][CH2:60][O:59]4)[N:48]([C:64]([O:66][C:67]([CH3:70])([CH3:69])[CH3:68])=[O:65])[C:47]=3[CH:71]=2)[CH:5]=[C:6]([CH2:8][O:9][C:10]2[C:11]([O:39][CH3:40])=[CH:12][C:13]3[C:19](=[O:20])[N:18]4[CH2:21][CH2:22][CH2:23][C@H:17]4[C@H:16]([O:24][CH:25]4[CH2:30][CH2:29][CH2:28][CH2:27][O:26]4)[N:15]([C:31]([O:33][C:34]([CH3:37])([CH3:36])[CH3:35])=[O:32])[C:14]=3[CH:38]=2)[CH:7]=1.[C:74]([N:81]1[CH2:86][CH2:85][NH:84][CH2:83][CH2:82]1)([O:76][C:77]([CH3:80])([CH3:79])[CH3:78])=[O:75].CC(OC1C=CC=C(OC(C)C)C=1C1C(P(C2CCCCC2)C2CCCCC2)=CC=CC=1)C, predict the reaction product. (9) Given the reactants C([O:8][C:9]1[CH:18]=[C:17]2[C:12]([C:13]([O:19][C:20]3[C:21]([CH3:30])=[N:22][C:23]4[C:28]([CH:29]=3)=[CH:27][N:26]=[CH:25][CH:24]=4)=[CH:14][CH:15]=[N:16]2)=[CH:11][C:10]=1[O:31][CH3:32])C1C=CC=CC=1.CS(O)(=O)=O, predict the reaction product. The product is: [OH:8][C:9]1[CH:18]=[C:17]2[C:12]([C:13]([O:19][C:20]3[C:21]([CH3:30])=[N:22][C:23]4[C:28]([CH:29]=3)=[CH:27][N:26]=[CH:25][CH:24]=4)=[CH:14][CH:15]=[N:16]2)=[CH:11][C:10]=1[O:31][CH3:32].